From a dataset of Drug-target binding data from BindingDB using IC50 measurements. Regression. Given a target protein amino acid sequence and a drug SMILES string, predict the binding affinity score between them. We predict pIC50 (pIC50 = -log10(IC50 in M); higher means more potent). Dataset: bindingdb_ic50. (1) The drug is Cc1ccc(-c2cn(C3CCCCC3=O)nn2)cc1. The target protein (P06307) has sequence MNSGVCLCVLMAVLAAGALTQPVPPADPAGSGLQRAEEAPRRQLRVSQRTDGESRAHLGALLARYIQQARKAPSGRMSIVKNLQNLDPSHRISDRDYMGWMDFGRRSAEEYEYPS. The pIC50 is 4.0. (2) The drug is O=c1[nH]c(Nc2ccc(Br)cc2)nc2nc[nH]c12. The target protein sequence is MASHAGQQHAPAFGQAARASGPTDGRAASRPSHRQGASGARGDPELPTLLRVYIDGPHGVGKTTTSAQLMEALGPRDNIVYVPEPMTYWQVLGASETLTNIYNTQHRLDRGEISAGEAAVVMTSAQITMSTPYAATDAVLAPHIGGEAVGPQAPPPALTLVFDRHPIASLLCYPAARYLMGSMTPQAVLAFVALMPPTAPGTNLVLGVLPEAEHADRLARRQRPGERLDLAMLSAIRRVYDLLANTVRYLQRGGRWREDWGRLTGVAAATPRPDPEDGAGSLPRIEDTLFALFRVPELLAPNGDLYHIFAWVLDVLADRLLPMHLFVLDYDQSPVGCRDALLRLTAGMIPTRVTTAGSIAEIRDLARTFAREVGGV. The pIC50 is 6.2.